From a dataset of Full USPTO retrosynthesis dataset with 1.9M reactions from patents (1976-2016). Predict the reactants needed to synthesize the given product. (1) Given the product [CH3:1][C:2]1([CH2:9][C:10]([NH:32][C:31]2[CH:30]=[CH:29][C:28]([O:27][CH2:26][C:24]3[C:23]4[C:18](=[CH:19][CH:20]=[CH:21][CH:22]=4)[N:17]=[C:16]([CH3:15])[CH:25]=3)=[CH:34][CH:33]=2)=[O:12])[C:3](=[O:8])[NH:4][C:5](=[O:7])[NH:6]1, predict the reactants needed to synthesize it. The reactants are: [CH3:1][C:2]1([CH2:9][C:10]([OH:12])=O)[NH:6][C:5](=[O:7])[NH:4][C:3]1=[O:8].Cl.Cl.[CH3:15][C:16]1[CH:25]=[C:24]([CH2:26][O:27][C:28]2[CH:34]=[CH:33][C:31]([NH2:32])=[CH:30][CH:29]=2)[C:23]2[C:18](=[CH:19][CH:20]=[CH:21][CH:22]=2)[N:17]=1.N1CC(=O)NC1=O. (2) Given the product [CH3:24][C:23]1[CH:22]=[C:21]([CH3:25])[NH:20][C:19](=[O:26])[C:18]=1[CH2:17][NH:16][C:14]([C:4]1[C:5]2[CH:10]=[N:9][N:8]([CH:11]([CH3:13])[CH3:12])[C:6]=2[N:7]=[C:2]([C:39]2[CH:38]=[CH:37][C:36]([C:34]([N:31]3[CH2:32][CH2:33][N:28]([CH3:27])[CH2:29][CH2:30]3)=[O:35])=[CH:41][CH:40]=2)[CH:3]=1)=[O:15], predict the reactants needed to synthesize it. The reactants are: Br[C:2]1[CH:3]=[C:4]([C:14]([NH:16][CH2:17][C:18]2[C:19](=[O:26])[NH:20][C:21]([CH3:25])=[CH:22][C:23]=2[CH3:24])=[O:15])[C:5]2[CH:10]=[N:9][N:8]([CH:11]([CH3:13])[CH3:12])[C:6]=2[N:7]=1.[CH3:27][N:28]1[CH2:33][CH2:32][N:31]([C:34]([C:36]2[CH:41]=[CH:40][C:39](B3OC(C)(C)C(C)(C)O3)=[CH:38][CH:37]=2)=[O:35])[CH2:30][CH2:29]1.C([O-])([O-])=O.[Na+].[Na+].CCOC(C)=O.